Dataset: Tyrosyl-DNA phosphodiesterase HTS with 341,365 compounds. Task: Binary Classification. Given a drug SMILES string, predict its activity (active/inactive) in a high-throughput screening assay against a specified biological target. (1) The compound is ClC1(C(OC)(OC)C(N2CCN(CC2)C)=C(Cl)C1=O)CC=C. The result is 0 (inactive). (2) The drug is s1c(C(=O)Nc2c(C(=O)Nc3ccccc3)cccc2)ccc1. The result is 0 (inactive). (3) The molecule is Clc1c(NC(=O)CN(C(C(=O)Nc2cc3OCOc3cc2)C)C)cccc1. The result is 0 (inactive). (4) The molecule is O1CC(NC(=O)C(CC=CCC(CC(OC(C)(C)C)=O)C1=O)CC(=O)NCCO)C. The result is 0 (inactive). (5) The drug is FC(F)(F)c1nnc(nc1N(NC(=O)C(C)(C)C)C)c1ccccc1. The result is 0 (inactive). (6) The drug is Fc1ccc(c2nc3n(c(N4CCOCC4)cc(n3)C)c2)cc1. The result is 0 (inactive).